This data is from Full USPTO retrosynthesis dataset with 1.9M reactions from patents (1976-2016). The task is: Predict the reactants needed to synthesize the given product. (1) Given the product [CH3:24][C@@H:23]1[NH:25][C:26](=[O:27])[C@H:28]([CH3:29])[N:30]([CH3:45])[C:31](=[O:32])[C@H:33]2[N:34]([CH2:35][CH2:36][CH2:37]2)[C:38](=[O:39])[C@@H:12]([NH:11][C:9](=[O:10])[O:8][CH2:1][C:2]2[CH:3]=[CH:4][CH:5]=[CH:6][CH:7]=2)[CH2:13][O:14][C:15](=[O:16])[C@H:17]2[N:18]([CH2:19][CH2:20][CH2:21]2)[C:22]1=[O:46], predict the reactants needed to synthesize it. The reactants are: [CH2:1]([O:8][C:9]([NH:11][C@H:12](C(O)=O)[CH2:13][O:14][C:15]([C@@H:17]1[CH2:21][CH2:20][CH2:19][N:18]1[C:22](=[O:46])[C@@H:23]([NH:25][C:26]([C@@H:28]([N:30]([CH3:45])[C:31]([C@@H:33]1[CH2:37][CH2:36][CH2:35][N:34]1[C:38](OC(C)(C)C)=[O:39])=[O:32])[CH3:29])=[O:27])[CH3:24])=[O:16])=[O:10])[C:2]1[CH:7]=[CH:6][CH:5]=[CH:4][CH:3]=1.FC1C(O)=C(F)C(F)=C(F)C=1F.C(Cl)CCl. (2) Given the product [CH:5]1([N:8]([CH2:12][C:13]2[CH:18]=[C:17](/[CH:29]=[CH:30]/[CH2:31][O:32][CH3:33])[CH:16]=[CH:15][C:14]=2[CH3:20])[C:9](=[O:11])[O:10][C:38]([CH3:45])([CH3:39])[CH3:37])[CH2:6][CH2:7]1, predict the reactants needed to synthesize it. The reactants are: CC([C:5]1([N:8]([CH2:12][C:13]2[CH:18]=[C:17](Cl)[CH:16]=[CH:15][C:14]=2[CH3:20])[C:9](=[O:11])[O-:10])[CH2:7][CH2:6]1)(C)C.CC1(C)C(C)(C)OB(/[CH:29]=[CH:30]/[CH2:31][O:32][CH3:33])O1.CO[C:37]1C=CC=[C:39](OC)[C:38]=1[C:45]1C=CC=CC=1P(C1CCCCC1)C1CCCCC1.P([O-])([O-])([O-])=O.[K+].[K+].[K+]. (3) Given the product [NH2:8][C:7]1[CH:6]=[CH:5][C:4]([CH:11]([CH3:15])[C:12]([OH:14])=[O:13])=[CH:3][C:2]=1[OH:1], predict the reactants needed to synthesize it. The reactants are: [OH:1][C:2]1[CH:3]=[C:4]([CH:11]([CH3:15])[C:12]([OH:14])=[O:13])[CH:5]=[CH:6][C:7]=1[N+:8]([O-])=O.